This data is from Reaction yield outcomes from USPTO patents with 853,638 reactions. The task is: Predict the reaction yield, written as a fraction of the theoretical maximum amount of product (1.0 means a 100% yield; for example, 0.34 means a 34% yield). The reactants are Br[C:2]1[S:6][C:5]([NH:7][C:8](=[O:17])[C:9]2[C:14]([F:15])=[CH:13][CH:12]=[CH:11][C:10]=2[F:16])=[N:4][C:3]=1[CH3:18].[CH3:19][C:20]1[CH:25]=[CH:24][C:23]([C:26]2[O:27][CH:28]=[CH:29][N:30]=2)=[CH:22][C:21]=1B1OC(C)(C)C(C)(C)O1.C([O-])(O)=O.[Na+].C1(P(C2C=CC=CC=2)CCCCP(C2C=CC=CC=2)C2C=CC=CC=2)C=CC=CC=1. The catalyst is C1(C)C=CC=CC=1.C1C=CC(C#N)=CC=1.C1C=CC(C#N)=CC=1.Cl[Pd]Cl. The product is [F:16][C:10]1[CH:11]=[CH:12][CH:13]=[C:14]([F:15])[C:9]=1[C:8]([NH:7][C:5]1[S:6][C:2]([C:21]2[CH:22]=[C:23]([C:26]3[O:27][CH:28]=[CH:29][N:30]=3)[CH:24]=[CH:25][C:20]=2[CH3:19])=[C:3]([CH3:18])[N:4]=1)=[O:17]. The yield is 0.270.